This data is from Forward reaction prediction with 1.9M reactions from USPTO patents (1976-2016). The task is: Predict the product of the given reaction. (1) Given the reactants [C:1]([C:3]1[CH:8]=[CH:7][C:6]([NH:9][CH2:10][C:11]2[N:15]([CH3:16])[C:14]3[CH:17]=[CH:18][C:19]([C:21]([N:23]([C:29]4[CH:34]=[CH:33][CH:32]=[CH:31][N:30]=4)[CH2:24][CH2:25][C:26](O)=[O:27])=[O:22])=[CH:20][C:13]=3[N:12]=2)=[CH:5][CH:4]=1)#[N:2].F[B-](F)(F)F.N1(OC(N(C)C)=[N+](C)C)C2C=CC=CC=2N=N1.CN1CCOCC1.[C:64]([O:68][C:69](=[O:74])[NH:70][CH2:71][CH2:72][NH2:73])([CH3:67])([CH3:66])[CH3:65], predict the reaction product. The product is: [C:64]([O:68][C:69](=[O:74])[NH:70][CH2:71][CH2:72][NH:73][C:26](=[O:27])[CH2:25][CH2:24][N:23]([C:21]([C:19]1[CH:18]=[CH:17][C:14]2[N:15]([CH3:16])[C:11]([CH2:10][NH:9][C:6]3[CH:5]=[CH:4][C:3]([C:1]#[N:2])=[CH:8][CH:7]=3)=[N:12][C:13]=2[CH:20]=1)=[O:22])[C:29]1[CH:34]=[CH:33][CH:32]=[CH:31][N:30]=1)([CH3:67])([CH3:65])[CH3:66]. (2) Given the reactants [N+:1]([C:4]1[CH:14]=[C:13]([CH2:15][N:16]2[CH2:21][CH2:20][CH:19]([N:22]3[CH2:26][CH2:25][CH2:24][CH2:23]3)[CH2:18][CH2:17]2)[C:12]([O:27][C:28]([F:31])([F:30])[F:29])=[CH:11][C:5]=1[C:6]([O:8][CH2:9][CH3:10])=[O:7])([O-])=O.ClC1C=CC(S(C2CC2)(=O)=O)=C(C=1)N.[Cl-].[NH4+].Cl, predict the reaction product. The product is: [NH2:1][C:4]1[CH:14]=[C:13]([CH2:15][N:16]2[CH2:17][CH2:18][CH:19]([N:22]3[CH2:26][CH2:25][CH2:24][CH2:23]3)[CH2:20][CH2:21]2)[C:12]([O:27][C:28]([F:30])([F:31])[F:29])=[CH:11][C:5]=1[C:6]([O:8][CH2:9][CH3:10])=[O:7]. (3) Given the reactants [CH:1]([C:3]1[NH:7][C:6]([CH3:8])=[C:5]([C:9]([OH:11])=O)[C:4]=1[C:12]1[CH:17]=[CH:16][CH:15]=[CH:14][CH:13]=1)=[O:2].[NH2:18][CH2:19][CH:20]([OH:27])[CH2:21][N:22]([CH2:25][CH3:26])[CH2:23][CH3:24].C1C=CC2N(O)N=NC=2C=1.C(=O)(O)[O-].[Na+].[OH-].[Na+], predict the reaction product. The product is: [CH2:23]([N:22]([CH2:25][CH3:26])[CH2:21][CH:20]([OH:27])[CH2:19][NH:18][C:9]([C:5]1[C:4]([C:12]2[CH:17]=[CH:16][CH:15]=[CH:14][CH:13]=2)=[C:3]([CH:1]=[O:2])[NH:7][C:6]=1[CH3:8])=[O:11])[CH3:24]. (4) Given the reactants C(=O)([O-])[O-].[K+].[K+].[Cl:7][C:8]1[N:13]=[C:12]2[N:14]=[CH:15][NH:16][C:11]2=[C:10]([Cl:17])[CH:9]=1.Br[CH2:19][C:20]1[CH:25]=[CH:24][CH:23]=[C:22]([C:26]([F:29])([F:28])[F:27])[C:21]=1[CH3:30], predict the reaction product. The product is: [Cl:7][C:8]1[N:13]=[C:12]2[N:14]([CH2:19][C:20]3[CH:25]=[CH:24][CH:23]=[C:22]([C:26]([F:27])([F:28])[F:29])[C:21]=3[CH3:30])[CH:15]=[N:16][C:11]2=[C:10]([Cl:17])[CH:9]=1. (5) Given the reactants Cl[C:2]1[N:7]=[C:6]([C:8]([O:10][CH3:11])=[O:9])[CH:5]=[C:4]([CH3:12])[N:3]=1.[NH:13]1[CH2:18][CH2:17][CH2:16][CH2:15][CH2:14]1.[CH2:19](N(CC)CC)C, predict the reaction product. The product is: [CH3:12][C:4]1[N:3]=[C:2]([N:13]2[CH2:18][CH2:17][CH2:16][CH2:15][CH2:14]2)[N:7]=[C:6]([C:8]([O:10][CH2:11][CH3:19])=[O:9])[CH:5]=1. (6) Given the reactants Br[C:2]1[CH:14]=[CH:13][C:5]([C:6]([CH2:8][CH2:9][C:10]([OH:12])=[O:11])=[O:7])=[CH:4][C:3]=1[N+:15]([O-:17])=[O:16].[C:18]1(OB(O)O)[CH:23]=[CH:22][CH:21]=[CH:20][CH:19]=1.C(=O)([O-])[O-].[Cs+].[Cs+], predict the reaction product. The product is: [N+:15]([C:3]1[CH:4]=[C:5]([CH:13]=[CH:14][C:2]=1[C:18]1[CH:23]=[CH:22][CH:21]=[CH:20][CH:19]=1)[C:6]([CH2:8][CH2:9][C:10]([OH:12])=[O:11])=[O:7])([O-:17])=[O:16]. (7) The product is: [CH3:16][C:4]1[CH:3]=[C:2]([N:5]2[CH2:6][CH2:11][CH2:2][CH2:3][CH2:4]2)[C:11]2[C:6](=[CH:7][CH:8]=[C:9]([C:12]([F:15])([F:14])[F:13])[CH:10]=2)[N:5]=1. Given the reactants Cl[C:2]1[C:11]2[C:6](=[CH:7][CH:8]=[C:9]([C:12]([F:15])([F:14])[F:13])[CH:10]=2)[N:5]=[C:4]([CH3:16])[CH:3]=1.Cl, predict the reaction product.